This data is from Catalyst prediction with 721,799 reactions and 888 catalyst types from USPTO. The task is: Predict which catalyst facilitates the given reaction. (1) Reactant: [CH3:1][C:2]1[CH:11]=[CH:10][C:9]2[N:8]=[CH:7][C:6]3[NH:12][C:13](=[O:26])[N:14]([C:15]4[CH:20]=[CH:19][C:18]([C:21]([CH3:25])([CH3:24])[C:22]#[N:23])=[CH:17][CH:16]=4)[C:5]=3[C:4]=2[CH:3]=1.C(N(CC)CC)C.[F:34][C:35]1[CH:36]=[C:37]([S:41](Cl)(=[O:43])=[O:42])[CH:38]=[CH:39][CH:40]=1.O. Product: [F:34][C:35]1[CH:36]=[C:37]([S:41]([N:12]2[C:6]3[CH:7]=[N:8][C:9]4[CH:10]=[CH:11][C:2]([CH3:1])=[CH:3][C:4]=4[C:5]=3[N:14]([C:15]3[CH:16]=[CH:17][C:18]([C:21]([CH3:24])([CH3:25])[C:22]#[N:23])=[CH:19][CH:20]=3)[C:13]2=[O:26])(=[O:43])=[O:42])[CH:38]=[CH:39][CH:40]=1. The catalyst class is: 4. (2) Reactant: CCN(C(C)C)C(C)C.[C:10]1([N:16]2[CH:20]=[C:19]([C:21]([NH:23][CH2:24][C:25]([OH:27])=O)=[O:22])[N:18]=[CH:17]2)[CH:15]=[CH:14][CH:13]=[CH:12][CH:11]=1.C1(N2C=C(C(O)=O)N=C2)C=CC=CC=1.C1C=CC2N(O)N=NC=2C=1.CCN=C=NCCCN(C)C.Cl.[F:64][C:65]1[CH:66]=[C:67]([CH:75]=[C:76]([C:78]([F:81])([F:80])[F:79])[CH:77]=1)[O:68][CH:69]1[CH2:74][CH2:73][NH:72][CH2:71][CH2:70]1.Cl.ClC1C=CC=CC=1OC1CCNCC1. Product: [F:64][C:65]1[CH:66]=[C:67]([CH:75]=[C:76]([C:78]([F:80])([F:79])[F:81])[CH:77]=1)[O:68][CH:69]1[CH2:70][CH2:71][N:72]([C:25](=[O:27])[CH2:24][NH:23][C:21]([C:19]2[N:18]=[CH:17][N:16]([C:10]3[CH:11]=[CH:12][CH:13]=[CH:14][CH:15]=3)[CH:20]=2)=[O:22])[CH2:73][CH2:74]1. The catalyst class is: 18. (3) Reactant: [CH3:1][C:2]1[C:3]([CH:12]2[CH2:14][O:13]2)=[CH:4][C:5]2[CH2:9][O:8][C:7](=[O:10])[C:6]=2[CH:11]=1.[O:15]=[C:16]1[CH2:21][NH:20][CH2:19][CH2:18][N:17]1[CH:22]1[CH2:31][CH2:30][C:29]2[CH:28]=[C:27]([C:32]#[N:33])[CH:26]=[CH:25][C:24]=2[CH2:23]1. Product: [OH:13][CH:12]([C:3]1[C:2]([CH3:1])=[CH:11][C:6]2[C:7](=[O:10])[O:8][CH2:9][C:5]=2[CH:4]=1)[CH2:14][N:20]1[CH2:19][CH2:18][N:17]([CH:22]2[CH2:31][CH2:30][C:29]3[CH:28]=[C:27]([C:32]#[N:33])[CH:26]=[CH:25][C:24]=3[CH2:23]2)[C:16](=[O:15])[CH2:21]1. The catalyst class is: 14.